From a dataset of Catalyst prediction with 721,799 reactions and 888 catalyst types from USPTO. Predict which catalyst facilitates the given reaction. (1) Reactant: [N+:1]([C:4]1[CH:9]=[CH:8][C:7](N[C@H](C(O)=O)C)=[CH:6][CH:5]=1)([O-:3])=[O:2].[OH-:16].[Na+].Cl[C:19]([O:21][CH2:22][C:23]1[CH:28]=[CH:27][CH:26]=[CH:25][CH:24]=1)=[O:20].Cl.[OH2:30]. Product: [CH2:22]([O:21][C:19]([NH:1][CH:4]([CH2:9][C:7]1[CH:6]=[CH:5][C:4]([N+:1]([O-:3])=[O:2])=[CH:9][CH:8]=1)[C:5]([OH:30])=[O:16])=[O:20])[C:23]1[CH:28]=[CH:27][CH:26]=[CH:25][CH:24]=1. The catalyst class is: 11. (2) Reactant: [F:1][C:2]([F:13])([F:12])[C:3]1[CH:4]=[C:5]2[CH:11]=[CH:10][NH:9][C:6]2=[N:7][CH:8]=1.[F:14][C:15]1[C:20]([CH:21]=[O:22])=[C:19]([F:23])[CH:18]=[CH:17][C:16]=1[NH:24][S:25]([CH2:28][CH2:29][CH3:30])(=[O:27])=[O:26].[OH-].[K+]. Product: [F:14][C:15]1[C:20]([C:21]([C:11]2[C:5]3[C:6](=[N:7][CH:8]=[C:3]([C:2]([F:1])([F:12])[F:13])[CH:4]=3)[NH:9][CH:10]=2)=[O:22])=[C:19]([F:23])[CH:18]=[CH:17][C:16]=1[NH:24][S:25]([CH2:28][CH2:29][CH3:30])(=[O:27])=[O:26]. The catalyst class is: 5. (3) Reactant: [NH2:1][C:2]1[CH:18]=[CH:17][C:5]([O:6][C:7]2[CH:12]=[CH:11][N:10]=[C:9]([C:13]([NH:15][CH3:16])=[O:14])[CH:8]=2)=[CH:4][C:3]=1[NH:19][CH3:20].[Br:21][C:22]1[CH:27]=[CH:26][C:25]([N:28]=[C:29]=S)=[CH:24][CH:23]=1.IC. Product: [Br:21][C:22]1[CH:27]=[CH:26][C:25]([NH:28][C:29]2[N:19]([CH3:20])[C:3]3[CH:4]=[C:5]([O:6][C:7]4[CH:12]=[CH:11][N:10]=[C:9]([C:13]([NH:15][CH3:16])=[O:14])[CH:8]=4)[CH:17]=[CH:18][C:2]=3[N:1]=2)=[CH:24][CH:23]=1. The catalyst class is: 5. (4) Product: [CH2:2]([N:9]([CH2:10][CH2:11][CH2:12][NH:13][S:14]([C:17]1[CH:18]=[CH:19][CH:20]=[CH:21][CH:22]=1)(=[O:15])=[O:16])[CH2:23][CH2:24][CH2:25][NH:26][S:27]([C:30]1[CH:35]=[CH:34][CH:33]=[CH:32][CH:31]=1)(=[O:29])=[O:28])[C:3]1[CH:8]=[CH:7][CH:6]=[CH:5][CH:4]=1. The catalyst class is: 2. Reactant: Cl.[CH2:2]([N:9]([CH2:23][CH2:24][CH2:25][NH:26][S:27]([C:30]1[CH:35]=[CH:34][CH:33]=[CH:32][CH:31]=1)(=[O:29])=[O:28])[CH2:10][CH2:11][CH2:12][NH:13][S:14]([C:17]1[CH:22]=[CH:21][CH:20]=[CH:19][CH:18]=1)(=[O:16])=[O:15])[C:3]1[CH:8]=[CH:7][CH:6]=[CH:5][CH:4]=1.[OH-].[Na+].[Na+].[Cl-]. (5) Reactant: [BH4-].[Na+].[Cl:3][C:4]1[CH:9]=[CH:8][C:7]([C:10]2[CH:15]=[CH:14][C:13]([C:16]([N:18]3[C:27]4[C:22](=[CH:23][C:24]([C:28](=[O:34])/[CH:29]=[CH:30]/[N:31]([CH3:33])[CH3:32])=[CH:25][CH:26]=4)[CH2:21][CH2:20][CH2:19]3)=[O:17])=[CH:12][CH:11]=2)=[CH:6][CH:5]=1. Product: [Cl:3][C:4]1[CH:5]=[CH:6][C:7]([C:10]2[CH:15]=[CH:14][C:13]([C:16]([N:18]3[C:27]4[C:22](=[CH:23][C:24]([CH:28]([OH:34])[CH2:29][CH2:30][N:31]([CH3:33])[CH3:32])=[CH:25][CH:26]=4)[CH2:21][CH2:20][CH2:19]3)=[O:17])=[CH:12][CH:11]=2)=[CH:8][CH:9]=1. The catalyst class is: 5. (6) Reactant: [C:1]([O:5][C:6](=[O:21])[NH:7][C:8]1[C:13]([C:14](=[O:19])[C:15]([F:18])([F:17])[F:16])=[CH:12][CH:11]=[C:10](Cl)[N:9]=1)([CH3:4])([CH3:3])[CH3:2].[C:22]([NH:29][CH2:30][CH2:31][NH2:32])([O:24][C:25]([CH3:28])([CH3:27])[CH3:26])=[O:23].C(N(CC)C(C)C)(C)C. Product: [C:25]([O:24][C:22]([NH:29][CH2:30][CH2:31][NH:32][C:10]1[N:9]=[C:8]([NH:7][C:6](=[O:21])[O:5][C:1]([CH3:4])([CH3:3])[CH3:2])[C:13]([C:14](=[O:19])[C:15]([F:18])([F:17])[F:16])=[CH:12][CH:11]=1)=[O:23])([CH3:28])([CH3:27])[CH3:26]. The catalyst class is: 829.